Dataset: Peptide-MHC class II binding affinity with 134,281 pairs from IEDB. Task: Regression. Given a peptide amino acid sequence and an MHC pseudo amino acid sequence, predict their binding affinity value. This is MHC class II binding data. The peptide sequence is TILIKKYNLNRAMML. The MHC is DRB1_0101 with pseudo-sequence DRB1_0101. The binding affinity (normalized) is 0.938.